This data is from Peptide-MHC class II binding affinity with 134,281 pairs from IEDB. The task is: Regression. Given a peptide amino acid sequence and an MHC pseudo amino acid sequence, predict their binding affinity value. This is MHC class II binding data. (1) The MHC is HLA-DQA10102-DQB10602 with pseudo-sequence HLA-DQA10102-DQB10602. The binding affinity (normalized) is 0. The peptide sequence is WLDAKSTWYGKPTGA. (2) The peptide sequence is LSPREEPDDIDCWCY. The MHC is DRB3_0101 with pseudo-sequence DRB3_0101. The binding affinity (normalized) is 0.316. (3) The peptide sequence is AFKVAATAANAAPAC. The MHC is DRB1_0701 with pseudo-sequence DRB1_0701. The binding affinity (normalized) is 0.788. (4) The peptide sequence is DKPSPFGQAVAHD. The MHC is HLA-DQA10501-DQB10301 with pseudo-sequence HLA-DQA10501-DQB10301. The binding affinity (normalized) is 0.0847. (5) The peptide sequence is KKPLRPRWCDERVSS. The MHC is HLA-DQA10501-DQB10402 with pseudo-sequence HLA-DQA10501-DQB10402. The binding affinity (normalized) is 0.283. (6) The binding affinity (normalized) is 0.440. The peptide sequence is AARLFKAFILDGDKL. The MHC is HLA-DQA10401-DQB10402 with pseudo-sequence HLA-DQA10401-DQB10402. (7) The peptide sequence is CTDKMFFVKNPTDTG. The MHC is DRB1_0901 with pseudo-sequence DRB1_0901. The binding affinity (normalized) is 0.530. (8) The peptide sequence is DVVPEKYTIGATYAP. The MHC is DRB1_1302 with pseudo-sequence DRB1_1302. The binding affinity (normalized) is 0.114. (9) The peptide sequence is HGGTWVSATLEQDKC. The MHC is DRB1_0404 with pseudo-sequence DRB1_0404. The binding affinity (normalized) is 0.373. (10) The peptide sequence is LGASPYKLGPSPKAR. The MHC is HLA-DQA10401-DQB10402 with pseudo-sequence HLA-DQA10401-DQB10402. The binding affinity (normalized) is 0.